From a dataset of Forward reaction prediction with 1.9M reactions from USPTO patents (1976-2016). Predict the product of the given reaction. (1) Given the reactants [CH2:1]([OH:6])[CH2:2][CH2:3][CH2:4][CH3:5].[Na].[Cl:8][C:9]1[C:10]([NH:15][NH2:16])=[N:11][CH:12]=[CH:13][CH:14]=1.[C:17](OC)(=[O:24])/[CH:18]=[CH:19]\[C:20](OC)=[O:21].C(O)(=O)C, predict the reaction product. The product is: [Cl:8][C:9]1[C:10]([N:15]2[CH:19]([C:20]([O:6][CH2:1][CH2:2][CH2:3][CH2:4][CH3:5])=[O:21])[CH2:18][C:17](=[O:24])[NH:16]2)=[N:11][CH:12]=[CH:13][CH:14]=1. (2) Given the reactants [CH2:1]([O:4][C:5]1[CH:10]=[CH:9][C:8]([CH2:11][C@H:12]([NH:23][C:24]([O:26][C:27]([CH3:30])([CH3:29])[CH3:28])=[O:25])[C:13]([NH:15][C@@H:16]([CH:20]([CH3:22])[CH3:21])[C:17](O)=[O:18])=[O:14])=[CH:7][CH:6]=1)[CH:2]=[CH2:3].Cl.[CH3:32][O:33][C:34](=[O:39])[C@@H:35]([NH2:38])[CH:36]=[CH2:37].CN(C(ON1N=NC2C=CC=NC1=2)=[N+](C)C)C.F[P-](F)(F)(F)(F)F.CCN(C(C)C)C(C)C, predict the reaction product. The product is: [CH3:32][O:33][C:34](=[O:39])[C@@H:35]([NH:38][C:17](=[O:18])[C@@H:16]([NH:15][C:13](=[O:14])[C@@H:12]([NH:23][CH:24]([O:26][C:27]([CH3:29])([CH3:30])[CH3:28])[OH:25])[CH2:11][C:8]1[CH:9]=[CH:10][C:5]([O:4][CH2:1][CH:2]=[CH2:3])=[CH:6][CH:7]=1)[CH:20]([CH3:22])[CH3:21])[CH:36]=[CH2:37]. (3) Given the reactants Cl.[CH3:2][S:3][CH2:4][CH2:5][N:6]1[C:10]2[CH:11]=[CH:12][C:13]([O:15][C:16]([F:19])([F:18])[F:17])=[CH:14][C:9]=2[S:8][C:7]1=[NH:20].[CH2:21](N)[C:22]#[CH:23].CC1C=CC(S(O)(=O)=O)=CC=1, predict the reaction product. The product is: [CH3:2][S:3][CH2:4][CH2:5][N:6]1[C:10]2[CH:11]=[CH:12][C:13]([O:15][C:16]([F:19])([F:17])[F:18])=[CH:14][C:9]=2[S:8][C:7]1=[N:20][CH2:23][C:22]#[CH:21]. (4) Given the reactants Br[C:2]1[CH:3]=[C:4]([N:24]([CH2:31][CH3:32])[CH:25]2[CH2:30][CH2:29][O:28][CH2:27][CH2:26]2)[C:5]([CH3:23])=[C:6]([CH:22]=1)[C:7]([NH:9][CH2:10][C:11]1[C:12](=[O:21])[NH:13][C:14]([CH3:20])=[CH:15][C:16]=1[CH:17]([CH3:19])[CH3:18])=[O:8].CC1(C)OB([C:39]2[CH:40]=[CH:41][C:42]([CH2:45][OH:46])=[N:43][CH:44]=2)OC1(C)C.C(=O)([O-])[O-].[Na+].[Na+].C(OCC)(=O)C, predict the reaction product. The product is: [CH2:31]([N:24]([CH:25]1[CH2:30][CH2:29][O:28][CH2:27][CH2:26]1)[C:4]1[C:5]([CH3:23])=[C:6]([CH:22]=[C:2]([C:39]2[CH:44]=[N:43][C:42]([CH2:45][OH:46])=[CH:41][CH:40]=2)[CH:3]=1)[C:7]([NH:9][CH2:10][C:11]1[C:12](=[O:21])[NH:13][C:14]([CH3:20])=[CH:15][C:16]=1[CH:17]([CH3:19])[CH3:18])=[O:8])[CH3:32]. (5) Given the reactants Cl[C:2]1[CH:3]=[C:4]([C:14]2[C:18]([C:19]#[N:20])=[CH:17][N:16]([CH2:21][C:22]([OH:24])=[O:23])[CH:15]=2)[CH:5]=[C:6]([S:8](=[O:13])(=[O:12])[N:9]([CH3:11])[CH3:10])[CH:7]=1.COC(=O)C1C=C([C:34]([F:37])([F:36])[F:35])C=C(N)C=1, predict the reaction product. The product is: [C:19]([C:18]1[C:14]([C:4]2[CH:3]=[C:2]([C:34]([F:37])([F:36])[F:35])[CH:7]=[C:6]([S:8](=[O:13])(=[O:12])[N:9]([CH3:11])[CH3:10])[CH:5]=2)=[CH:15][N:16]([CH2:21][C:22]([OH:24])=[O:23])[CH:17]=1)#[N:20]. (6) Given the reactants [Br:1][C:2]1[C:3]([CH3:8])=[N:4][O:5][C:6]=1[NH2:7].[H-].[Na+].[CH3:11][C:12]1[O:13][C:14]([CH3:21])=[CH:15][C:16]=1[S:17](Cl)(=[O:19])=[O:18], predict the reaction product. The product is: [Br:1][C:2]1[C:3]([CH3:8])=[N:4][O:5][C:6]=1[NH:7][S:17]([C:16]1[CH:15]=[C:14]([CH3:21])[O:13][C:12]=1[CH3:11])(=[O:19])=[O:18]. (7) Given the reactants [Cl:1][C:2]1[CH:10]=[CH:9][CH:8]=[C:7]2[C:3]=1[C:4]([C:16]([OH:18])=O)=[CH:5][N:6]2[CH:11]1[CH2:15][CH2:14][CH2:13][O:12]1.Cl.[NH2:20][CH2:21][C:22]1([OH:30])[CH2:27][CH2:26][C:25]([F:29])([F:28])[CH2:24][CH2:23]1.C(Cl)CCl.N1(O)C2C=CC=CC=2N=N1.C(N(C(C)C)C(C)C)C, predict the reaction product. The product is: [Cl:1][C:2]1[CH:10]=[CH:9][CH:8]=[C:7]2[C:3]=1[C:4]([C:16]([NH:20][CH2:21][C:22]1([OH:30])[CH2:23][CH2:24][C:25]([F:29])([F:28])[CH2:26][CH2:27]1)=[O:18])=[CH:5][N:6]2[CH:11]1[CH2:15][CH2:14][CH2:13][O:12]1. (8) The product is: [Br:10][C:7]1[CH:6]=[C:5]2[C:4](=[CH:9][CH:8]=1)[C:3](=[O:13])[N:15]([CH:16]1[CH2:21][CH2:20][C:19](=[O:22])[NH:18][C:17]1=[O:23])[CH2:11]2. Given the reactants CO[C:3](=[O:13])[C:4]1[CH:9]=[CH:8][C:7]([Br:10])=[CH:6][C:5]=1[CH2:11]Br.Cl.[NH2:15][CH:16]1[CH2:21][CH2:20][C:19](=[O:22])[NH:18][C:17]1=[O:23].C(N(CC)CC)C, predict the reaction product. (9) Given the reactants [CH2:1]([O:8][C:9]([N:11]1[CH2:16][CH2:15][CH:14]([CH:17]=[O:18])[CH2:13][CH2:12]1)=[O:10])[C:2]1[CH:7]=[CH:6][CH:5]=[CH:4][CH:3]=1.[Cr](Cl)([O-])(=O)=O.[NH+]1C=CC=CC=1, predict the reaction product. The product is: [CH2:1]([O:8][C:9]([N:11]1[CH2:16][CH2:15][CH:14]([CH2:17][OH:18])[CH2:13][CH2:12]1)=[O:10])[C:2]1[CH:7]=[CH:6][CH:5]=[CH:4][CH:3]=1.